Task: Predict the product of the given reaction.. Dataset: Forward reaction prediction with 1.9M reactions from USPTO patents (1976-2016) (1) Given the reactants [H-].[Na+].[F:3][C:4]1[C:5]([CH2:16][N:17]([CH3:25])[C:18](=[O:24])[O:19][C:20]([CH3:23])([CH3:22])[CH3:21])=[CH:6][NH:7][C:8]=1[C:9]1[C:10]([F:15])=[N:11][CH:12]=[CH:13][CH:14]=1.C1OCCOCCOCCOCCOC1.[CH3:41][C:42]1[C:47]([S:48](Cl)(=[O:50])=[O:49])=[CH:46][CH:45]=[CH:44][N:43]=1, predict the reaction product. The product is: [F:3][C:4]1[C:5]([CH2:16][N:17]([CH3:25])[C:18](=[O:24])[O:19][C:20]([CH3:21])([CH3:22])[CH3:23])=[CH:6][N:7]([S:48]([C:47]2[C:42]([CH3:41])=[N:43][CH:44]=[CH:45][CH:46]=2)(=[O:50])=[O:49])[C:8]=1[C:9]1[C:10]([F:15])=[N:11][CH:12]=[CH:13][CH:14]=1. (2) Given the reactants [Cl-].O[NH3+:3].[C:4](=[O:7])([O-])[OH:5].[Na+].CS(C)=O.[OH:13][C:14]([CH3:52])([CH3:51])[CH2:15][O:16][C@@H:17]1[CH2:22][CH2:21][C@H:20]([N:23]2[C:28](=[O:29])[C:27]([CH2:30][C:31]3[CH:36]=[CH:35][C:34]([C:37]4[C:38]([C:43]#[N:44])=[CH:39][CH:40]=[CH:41][CH:42]=4)=[CH:33][CH:32]=3)=[C:26]([CH2:45][CH2:46][CH3:47])[N:25]3[N:48]=[CH:49][N:50]=[C:24]23)[CH2:19][CH2:18]1, predict the reaction product. The product is: [OH:13][C:14]([CH3:51])([CH3:52])[CH2:15][O:16][C@@H:17]1[CH2:22][CH2:21][C@H:20]([N:23]2[C:28](=[O:29])[C:27]([CH2:30][C:31]3[CH:36]=[CH:35][C:34]([C:37]4[CH:42]=[CH:41][CH:40]=[CH:39][C:38]=4[C:43]4[NH:3][C:4](=[O:7])[O:5][N:44]=4)=[CH:33][CH:32]=3)=[C:26]([CH2:45][CH2:46][CH3:47])[N:25]3[N:48]=[CH:49][N:50]=[C:24]23)[CH2:19][CH2:18]1. (3) The product is: [F:26][C:27]1[CH:28]=[C:29]([N:34]2[C:5]([C:7]3[C:12](=[O:13])[CH:11]=[CH:10][N:9]([C:14]4[CH:19]=[CH:18][CH:17]=[C:16]([O:20][C:21]([F:24])([F:23])[F:22])[CH:15]=4)[N:8]=3)=[CH:4][CH:3]=[N:2]2)[CH:30]=[CH:31][C:32]=1[CH3:33]. Given the reactants C[N:2](C)/[CH:3]=[CH:4]/[C:5]([C:7]1[C:12](=[O:13])[CH:11]=[CH:10][N:9]([C:14]2[CH:19]=[CH:18][CH:17]=[C:16]([O:20][C:21]([F:24])([F:23])[F:22])[CH:15]=2)[N:8]=1)=O.[F:26][C:27]1[CH:28]=[C:29]([NH:34]N)[CH:30]=[CH:31][C:32]=1[CH3:33], predict the reaction product. (4) Given the reactants [CH:1](=O)/[CH:2]=[CH:3]/[CH3:4].[NH2:6][C:7]1[CH:8]=[CH:9][C:10]([Cl:16])=[C:11]([CH:15]=1)[C:12]([OH:14])=[O:13].[N+](C1C=CC=CC=1S([O-])(=O)=O)([O-])=O.[Na+].Cl, predict the reaction product. The product is: [Cl:16][C:10]1[CH:9]=[CH:8][C:7]2[N:6]=[C:3]([CH3:4])[CH:2]=[CH:1][C:15]=2[C:11]=1[C:12]([OH:14])=[O:13]. (5) The product is: [OH2:4].[OH2:31].[ClH:33].[CH3:3][CH:2]([O:4][C:5]1[CH:10]=[CH:9][CH:8]=[CH:7][C:6]=1[N:11]1[CH2:12][CH2:13][N:14]([CH2:17][CH2:18][NH:19][C:20](=[O:29])[CH2:21][N:22]2[CH2:27][CH2:26][CH2:25][CH2:24][C:23]2=[O:28])[CH2:15][CH2:16]1)[CH3:1]. Given the reactants [CH3:1][CH:2]([O:4][C:5]1[CH:10]=[CH:9][CH:8]=[CH:7][C:6]=1[N:11]1[CH2:16][CH2:15][N:14]([CH2:17][CH2:18][NH:19][C:20](=[O:29])[CH2:21][N:22]2[CH2:27][CH2:26][CH2:25][CH2:24][C:23]2=[O:28])[CH2:13][CH2:12]1)[CH3:3].C[OH:31].O.[ClH:33], predict the reaction product. (6) Given the reactants [CH3:1][O:2][C:3]([C:5]1[CH:10]=[CH:9][C:8]([S:11](Cl)(=[O:13])=[O:12])=[CH:7][C:6]=1[CH3:15])=[O:4].[NH2:16][C:17]1[N:18]=[CH:19][C:20]2[C:25]([C:26]=1[CH:27]1[CH2:29][CH2:28]1)=[CH:24][CH:23]=[CH:22][CH:21]=2, predict the reaction product. The product is: [CH:27]1([C:26]2[C:25]3[C:20](=[CH:21][CH:22]=[CH:23][CH:24]=3)[CH:19]=[N:18][C:17]=2[NH:16][S:11]([C:8]2[CH:9]=[CH:10][C:5]([C:3]([O:2][CH3:1])=[O:4])=[C:6]([CH3:15])[CH:7]=2)(=[O:13])=[O:12])[CH2:29][CH2:28]1.